This data is from Reaction yield outcomes from USPTO patents with 853,638 reactions. The task is: Predict the reaction yield, written as a fraction of the theoretical maximum amount of product (1.0 means a 100% yield; for example, 0.34 means a 34% yield). (1) The reactants are [NH2:1][C@H:2]([C:7]([N:9]1[CH2:14][CH2:13][N:12]([C:15]([O:17][CH2:18][C:19]2[CH:24]=[CH:23][CH:22]=[CH:21][CH:20]=2)=[O:16])[CH2:11][CH2:10]1)=[O:8])[CH2:3][CH:4]([CH3:6])[CH3:5].C(Cl)CCl.[S:29]1[C:33]2[CH:34]=[CH:35][CH:36]=[CH:37][C:32]=2[CH:31]=[C:30]1[C:38](O)=[O:39].CN1CCOCC1. The catalyst is C(Cl)Cl.C1C=C2C(N(O)N=NC2=CC=1)=O.CCCCCC.C(OCC)(=O)C. The product is [S:29]1[C:33]2[CH:34]=[CH:35][CH:36]=[CH:37][C:32]=2[CH:31]=[C:30]1[C:38]([NH:1][C@H:2]([C:7]([N:9]1[CH2:10][CH2:11][N:12]([C:15]([O:17][CH2:18][C:19]2[CH:24]=[CH:23][CH:22]=[CH:21][CH:20]=2)=[O:16])[CH2:13][CH2:14]1)=[O:8])[CH2:3][CH:4]([CH3:6])[CH3:5])=[O:39]. The yield is 0.880. (2) The reactants are [CH3:1][N:2]([CH2:4][CH:5]([CH2:9][CH:10]([CH3:12])[CH3:11])[C:6](=[O:8])[CH3:7])[CH3:3].[CH3:13][I:14]. The catalyst is C(OCC)C. The product is [I-:14].[C:6]([CH:5]([CH2:9][CH:10]([CH3:12])[CH3:11])[CH2:4][N+:2]([CH3:13])([CH3:3])[CH3:1])(=[O:8])[CH3:7]. The yield is 0.860. (3) The reactants are IC1C2C(=CC([C@H]3[C@@]4(C5C(=CC=C(OC)C=5)NC4=O)C3)=CC=2)NN=1.CN1CCN(C2C=CC(B3OC(C)(C)C(C)(C)O3)=CC=2)CC1.[Li+].[Cl-:48].C([O-])([O-])=O.[Na+].[Na+].[I-].Cl.[CH3:57][O:58][C:59]1[CH:60]=[C:61]2[C:65](=[CH:66][CH:67]=1)[NH:64][C:63](=[O:68])[C@:62]12[CH2:70][C@H:69]1[C:71]1[CH:79]=[C:78]2[C:74]([C:75]([C:80]3[CH:85]=[CH:84][C:83]([N:86]4[CH2:91][CH2:90][N:89]([CH3:92])[CH2:88][CH2:87]4)=[CH:82][CH:81]=3)=[N:76][NH:77]2)=[CH:73][CH:72]=1. The catalyst is O1CCOCC1.C1COCC1.C1C=CC([P]([Pd]([P](C2C=CC=CC=2)(C2C=CC=CC=2)C2C=CC=CC=2)([P](C2C=CC=CC=2)(C2C=CC=CC=2)C2C=CC=CC=2)[P](C2C=CC=CC=2)(C2C=CC=CC=2)C2C=CC=CC=2)(C2C=CC=CC=2)C2C=CC=CC=2)=CC=1. The product is [ClH:48].[CH3:57][O:58][C:59]1[CH:60]=[C:61]2[C:65](=[CH:66][CH:67]=1)[NH:64][C:63](=[O:68])[C@:62]12[CH2:70][C@H:69]1[C:71]1[CH:79]=[C:78]2[C:74]([C:75]([C:80]3[CH:81]=[CH:82][C:83]([N:86]4[CH2:87][CH2:88][N:89]([CH3:92])[CH2:90][CH2:91]4)=[CH:84][CH:85]=3)=[N:76][NH:77]2)=[CH:73][CH:72]=1. The yield is 0.420. (4) The reactants are [Cl:1][C:2]1[CH:3]=[C:4]([CH:7]=[CH:8][CH:9]=1)[CH:5]=[O:6].[N+:10]([O-])([O-:12])=[O:11].[K+]. The catalyst is S(=O)(=O)(O)O. The product is [Cl:1][C:2]1[CH:9]=[CH:8][C:7]([N+:10]([O-:12])=[O:11])=[C:4]([CH:3]=1)[CH:5]=[O:6]. The yield is 0.606.